From a dataset of Forward reaction prediction with 1.9M reactions from USPTO patents (1976-2016). Predict the product of the given reaction. (1) Given the reactants [BH-](OC(C)=O)(OC(C)=O)OC(C)=O.[Na+].[NH:15]1[CH2:19][CH2:18][CH2:17][CH2:16]1.[CH3:20][O:21][C:22]1[C:29]([OH:30])=[CH:28][C:25]([CH:26]=O)=[CH:24][CH:23]=1.Cl, predict the reaction product. The product is: [CH3:20][O:21][C:22]1[CH:23]=[CH:24][C:25]([CH2:26][N:15]2[CH2:19][CH2:18][CH2:17][CH2:16]2)=[CH:28][C:29]=1[OH:30]. (2) Given the reactants [Br:1][C:2]1[CH:7]=[CH:6][C:5]([NH:8][C:9](=[O:13])OCC)=[C:4]([C:14]#[N:15])[C:3]=1[F:16].[CH:17]([NH:19]N)=O.C[N:22]1CCCC1=O, predict the reaction product. The product is: [Br:1][C:2]1[CH:7]=[CH:6][C:5]2[NH:8][C:9](=[O:13])[N:15]3[N:22]=[CH:17][N:19]=[C:14]3[C:4]=2[C:3]=1[F:16]. (3) Given the reactants [N+:1]([C:4]1[CH:14]=[CH:13][CH:12]=[C:6]2[C:7]([NH:9][C:10](=[O:11])[C:5]=12)=[O:8])([O-:3])=[O:2].[CH:15]1(O)[CH2:19][CH2:18][CH2:17][CH2:16]1.C1(P(C2C=CC=CC=2)C2C=CC=CC=2)C=CC=CC=1.N(C(OCC)=O)=NC(OCC)=O, predict the reaction product. The product is: [CH:15]1([N:9]2[C:10](=[O:11])[C:5]3[C:6](=[CH:12][CH:13]=[CH:14][C:4]=3[N+:1]([O-:3])=[O:2])[C:7]2=[O:8])[CH2:19][CH2:18][CH2:17][CH2:16]1. (4) The product is: [F:19][C:20]1[CH:29]=[CH:28][C:23]([O:24][CH2:25][CH2:26][NH:27][C:2]2[N:9]=[C:8]([NH:10][C:11]3[CH:15]=[C:14]([CH3:16])[NH:13][N:12]=3)[CH:7]=[C:6]([CH3:17])[C:3]=2[C:4]#[N:5])=[CH:22][CH:21]=1. Given the reactants Cl[C:2]1[N:9]=[C:8]([NH:10][C:11]2[CH:15]=[C:14]([CH3:16])[NH:13][N:12]=2)[CH:7]=[C:6]([CH3:17])[C:3]=1[C:4]#[N:5].Cl.[F:19][C:20]1[CH:29]=[CH:28][C:23]([O:24][CH2:25][CH2:26][NH2:27])=[CH:22][CH:21]=1.C(=O)([O-])O.[Na+].CS(C)=O, predict the reaction product. (5) Given the reactants [Cl:1][C:2]1[N:7]=[N:6][C:5]([C:8]([C:10]2[CH:15]=[CH:14][CH:13]=[CH:12][CH:11]=2)=O)=[C:4]([CH3:16])[C:3]=1[CH3:17].[CH2:18]([SH:21])[CH2:19][SH:20].B(F)(F)F.CCOCC, predict the reaction product. The product is: [Cl:1][C:2]1[N:7]=[N:6][C:5]([C:8]2([C:10]3[CH:15]=[CH:14][CH:13]=[CH:12][CH:11]=3)[S:21][CH2:18][CH2:19][S:20]2)=[C:4]([CH3:16])[C:3]=1[CH3:17]. (6) Given the reactants I[C:2]1[CH:7]=[CH:6][C:5]([C:8]2[CH:13]=[CH:12][C:11](I)=[CH:10][CH:9]=2)=[CH:4][CH:3]=1.C(=O)([O-])[O-].[K+].[K+].[C:21]1([NH:27][C:28]2[CH:37]=[CH:36][C:35]3[C:30](=[CH:31][CH:32]=[CH:33][CH:34]=3)[CH:29]=2)[CH:26]=[CH:25][CH:24]=[CH:23][CH:22]=1.[CH3:38][N:39]([CH:41]=O)C, predict the reaction product. The product is: [CH:24]1[CH:25]=[CH:26][C:21]([N:27]([C:28]2[CH:37]=[CH:36][C:35]3[C:30](=[CH:31][CH:32]=[CH:33][CH:34]=3)[CH:29]=2)[C:2]2[CH:7]=[CH:6][C:5]([C:8]3[CH:13]=[CH:12][C:11]([N:39]([C:41]4[CH:32]=[CH:31][C:30]5[C:35](=[CH:36][CH:37]=[CH:28][CH:29]=5)[CH:34]=4)[C:38]4[CH:23]=[CH:22][CH:21]=[CH:26][CH:25]=4)=[CH:10][CH:9]=3)=[CH:4][CH:3]=2)=[CH:22][CH:23]=1. (7) Given the reactants [F:1][CH:2]([F:6])[C:3](=[S:5])[NH2:4].Br[CH2:8][C:9](=O)[C:10]([O:12][CH2:13][CH3:14])=[O:11], predict the reaction product. The product is: [F:1][CH:2]([F:6])[C:3]1[S:5][CH:8]=[C:9]([C:10]([O:12][CH2:13][CH3:14])=[O:11])[N:4]=1. (8) The product is: [NH2:1][C:2]1[N:7]=[C:6]([C:8]2[S:12][C:11]3[CH:13]=[CH:14][C:15]([CH2:17][C:18]4[CH:19]=[C:20]([CH:36]=[CH:37][CH:38]=4)[C:21]([NH:23][CH2:41][CH2:42][CH2:43][N:44]4[CH2:49][CH2:48][O:47][CH2:46][CH2:45]4)=[O:22])=[CH:16][C:10]=3[C:9]=2[CH3:39])[CH:5]=[CH:4][N:3]=1. Given the reactants [NH2:1][C:2]1[N:7]=[C:6]([C:8]2[S:12][C:11]3[CH:13]=[CH:14][C:15]([CH2:17][C:18]4[CH:19]=[C:20]([CH:36]=[CH:37][CH:38]=4)[C:21]([NH:23]C4C=CC(N5CCOCC5)=CC=4)=[O:22])=[CH:16][C:10]=3[C:9]=2[CH3:39])[CH:5]=[CH:4][N:3]=1.N[CH2:41][CH2:42][CH2:43][N:44]1[CH2:49][CH2:48][O:47][CH2:46][CH2:45]1.O1CCN(C2C=CC(N)=CC=2)CC1, predict the reaction product. (9) Given the reactants Cl.[NH2:2][C@@H:3]([CH2:24][CH:25]1[CH2:30][CH2:29][CH2:28][CH2:27][CH2:26]1)[C:4]([NH:6][C@H:7]1[CH2:13][CH2:12][CH2:11][N:10]([S:14]([C:17]2[CH:22]=[CH:21][CH:20]=[CH:19][N:18]=2)(=[O:16])=[O:15])[CH2:9][C@@H:8]1[OH:23])=[O:5].[CH3:31][C:32]1[N:33]=[C:34]([C:40]2[CH:45]=[CH:44][CH:43]=[CH:42][CH:41]=2)[S:35][C:36]=1[C:37](O)=[O:38].CC(OI1(OC(C)=O)(OC(C)=O)OC(=O)C2C=CC=CC1=2)=O, predict the reaction product. The product is: [CH:25]1([CH2:24][C@H:3]([NH:2][C:37]([C:36]2[S:35][C:34]([C:40]3[CH:41]=[CH:42][CH:43]=[CH:44][CH:45]=3)=[N:33][C:32]=2[CH3:31])=[O:38])[C:4](=[O:5])[NH:6][C@H:7]2[CH2:13][CH2:12][CH2:11][N:10]([S:14]([C:17]3[CH:22]=[CH:21][CH:20]=[CH:19][N:18]=3)(=[O:15])=[O:16])[CH2:9][C:8]2=[O:23])[CH2:30][CH2:29][CH2:28][CH2:27][CH2:26]1. (10) Given the reactants [F:1][CH:2]1[CH:7]([C:8]2[C:16]3[C:11](=[CH:12][CH:13]=[C:14]([NH2:17])[CH:15]=3)[NH:10][CH:9]=2)[CH2:6][CH2:5][N:4]([CH3:18])[CH2:3]1.I.CS[C:22]([C:24]1[S:25][CH:26]=[CH:27][CH:28]=1)=[NH:23], predict the reaction product. The product is: [F:1][CH:2]1[CH:7]([C:8]2[C:16]3[C:11](=[CH:12][CH:13]=[C:14]([NH:17][C:22]([C:24]4[S:25][CH:26]=[CH:27][CH:28]=4)=[NH:23])[CH:15]=3)[NH:10][CH:9]=2)[CH2:6][CH2:5][N:4]([CH3:18])[CH2:3]1.